This data is from Catalyst prediction with 721,799 reactions and 888 catalyst types from USPTO. The task is: Predict which catalyst facilitates the given reaction. (1) Reactant: [F:1][C:2]1[CH:7]=[CH:6][C:5]([CH:8]2[C:12]3([CH2:17][CH2:16][CH2:15][N:14]([C:18]([O:20][C:21]([CH3:24])([CH3:23])[CH3:22])=[O:19])[CH2:13]3)[C:11](=[O:25])[NH:10][CH2:9]2)=[CH:4][CH:3]=1.[H-].[Na+].Cl[CH2:29][C:30]1[O:31][CH:32]=[CH:33][N:34]=1. Product: [F:1][C:2]1[CH:7]=[CH:6][C:5]([CH:8]2[C:12]3([CH2:17][CH2:16][CH2:15][N:14]([C:18]([O:20][C:21]([CH3:22])([CH3:24])[CH3:23])=[O:19])[CH2:13]3)[C:11](=[O:25])[N:10]([CH2:29][C:30]3[O:31][CH:32]=[CH:33][N:34]=3)[CH2:9]2)=[CH:4][CH:3]=1. The catalyst class is: 3. (2) Product: [F:26][CH:24]([F:25])[CH2:23][C:18]([N:13]1[C:14]2[C:10](=[C:9]([NH:8][C:6](=[O:7])[O:5][C:1]([CH3:2])([CH3:3])[CH3:4])[CH:17]=[CH:16][CH:15]=2)[CH:11]=[N:12]1)([C:27]1[CH:28]=[CH:29][C:30]([C:33]([F:34])([F:35])[F:36])=[CH:31][CH:32]=1)[CH2:19][OH:20]. Reactant: [C:1]([O:5][C:6]([NH:8][C:9]1[CH:17]=[CH:16][CH:15]=[C:14]2[C:10]=1[CH:11]=[N:12][N:13]2[C:18]([C:27]1[CH:32]=[CH:31][C:30]([C:33]([F:36])([F:35])[F:34])=[CH:29][CH:28]=1)([CH2:23][CH:24]([F:26])[F:25])[C:19](OC)=[O:20])=[O:7])([CH3:4])([CH3:3])[CH3:2].[BH4-].[Na+]. The catalyst class is: 5. (3) Reactant: [O:1]1[C:6]2[CH:7]=[CH:8][C:9]([CH2:11][N:12]([CH:20]3[CH2:25][CH2:24][N:23]([CH2:26][CH2:27][N:28]4[C:37]5[C:32](=[CH:33][C:34]([N+:38]([O-:40])=[O:39])=[CH:35][CH:36]=5)[CH:31]=[CH:30][C:29]4=[O:41])[CH2:22][CH2:21]3)C(=O)OC(C)(C)C)=[CH:10][C:5]=2[O:4][CH2:3][CH2:2]1.[ClH:42].O1CCOCC1. Product: [ClH:42].[O:1]1[C:6]2[CH:7]=[CH:8][C:9]([CH2:11][NH:12][CH:20]3[CH2:21][CH2:22][N:23]([CH2:26][CH2:27][N:28]4[C:37]5[C:32](=[CH:33][C:34]([N+:38]([O-:40])=[O:39])=[CH:35][CH:36]=5)[CH:31]=[CH:30][C:29]4=[O:41])[CH2:24][CH2:25]3)=[CH:10][C:5]=2[O:4][CH2:3][CH2:2]1. The catalyst class is: 12. (4) Reactant: [Cl:1][C:2]1[C:3]2[C:10]([I:11])=[C:9](I)[S:8][C:4]=2[N:5]=[CH:6][N:7]=1.C1COCC1.C([Mg]Cl)(C)(C)C. Product: [Cl:1][C:2]1[C:3]2[C:10]([I:11])=[CH:9][S:8][C:4]=2[N:5]=[CH:6][N:7]=1. The catalyst class is: 6. (5) Reactant: [CH2:1]([O:5][C:6](=[O:28])[NH:7][CH:8]1[CH2:13][CH2:12][N:11]([C:14](=[O:27])[CH2:15][NH:16]C(OCC2C=CC=CC=2)=O)[CH2:10][CH2:9]1)[CH2:2][CH2:3][CH3:4]. Product: [CH2:1]([O:5][C:6](=[O:28])[NH:7][CH:8]1[CH2:9][CH2:10][N:11]([C:14](=[O:27])[CH2:15][NH2:16])[CH2:12][CH2:13]1)[CH2:2][CH2:3][CH3:4]. The catalyst class is: 29. (6) Reactant: [NH:1]1[CH2:5][CH2:4][CH:3]([OH:6])[CH2:2]1.[CH2:7]=O.[N:9]1[N:10]2[CH:18]=[CH:17][CH:16]=[C:11]2[C:12]([NH2:15])=[N:13][CH:14]=1. Product: [NH2:15][C:12]1[C:11]2=[CH:16][CH:17]=[C:18]([CH2:7][N:1]3[CH2:5][CH2:4][CH:3]([OH:6])[CH2:2]3)[N:10]2[N:9]=[CH:14][N:13]=1. The catalyst class is: 15. (7) Reactant: Cl.Cl.[NH2:3][CH2:4][C:5]1[CH:10]=[CH:9][N:8]=[C:7]([N:11]2[C:15](=[O:16])[C:14]([C:17]3[CH:18]=[N:19][CH:20]=[CH:21][CH:22]=3)=[CH:13][NH:12]2)[CH:6]=1.C(N(CC)CC)C.[C:30]([Cl:33])(=[O:32])[CH3:31]. Product: [ClH:33].[O:16]=[C:15]1[N:11]([C:7]2[CH:6]=[C:5]([CH2:4][NH:3][C:30](=[O:32])[CH3:31])[CH:10]=[CH:9][N:8]=2)[NH:12][CH:13]=[C:14]1[C:17]1[CH:18]=[N:19][CH:20]=[CH:21][CH:22]=1. The catalyst class is: 3. (8) Reactant: [CH2:1]([O:3][C:4]([CH:6]1[CH2:14][C:13]2[C:8](=[CH:9][CH:10]=[C:11](Br)[CH:12]=2)[N:7]1[CH3:16])=[O:5])[CH3:2].[B:17]1([B:17]2[O:21][C:20]([CH3:23])([CH3:22])[C:19]([CH3:25])([CH3:24])[O:18]2)[O:21][C:20]([CH3:23])([CH3:22])[C:19]([CH3:25])([CH3:24])[O:18]1.C([O-])(=O)C.[K+]. Product: [CH2:1]([O:3][C:4]([CH:6]1[CH2:14][C:13]2[C:8](=[CH:9][CH:10]=[C:11]([B:17]3[O:21][C:20]([CH3:23])([CH3:22])[C:19]([CH3:25])([CH3:24])[O:18]3)[CH:12]=2)[N:7]1[CH3:16])=[O:5])[CH3:2]. The catalyst class is: 418. (9) Reactant: [NH2:1][C:2]1[CH:3]=[C:4]([S:8]([NH2:11])(=[O:10])=[O:9])[CH:5]=[CH:6][CH:7]=1.N1C=CC=CC=1.[F:18][C:19]1[CH:27]=[CH:26][C:25]([C:28]([F:31])([F:30])[F:29])=[CH:24][C:20]=1[C:21](Cl)=[O:22]. Product: [F:18][C:19]1[CH:27]=[CH:26][C:25]([C:28]([F:29])([F:30])[F:31])=[CH:24][C:20]=1[C:21]([NH:1][C:2]1[CH:7]=[CH:6][CH:5]=[C:4]([S:8](=[O:9])(=[O:10])[NH2:11])[CH:3]=1)=[O:22]. The catalyst class is: 46.